This data is from Catalyst prediction with 721,799 reactions and 888 catalyst types from USPTO. The task is: Predict which catalyst facilitates the given reaction. (1) Reactant: [BH-](OC(C)=O)(OC(C)=O)OC(C)=O.[Na+].[Cl:15][C:16]1[CH:17]=[C:18]([C:24]2[CH:25]=[CH:26][C:27]([C:30]([NH:32][CH2:33][CH2:34][C:35]([O:37][CH2:38][CH3:39])=[O:36])=[O:31])=[N:28][CH:29]=2)[CH:19]=[C:20]([CH:22]=O)[CH:21]=1.[F:40][C:41]1[CH:46]=[CH:45][C:44]([C:47]2[CH:52]=[CH:51][C:50]([NH2:53])=[CH:49][CH:48]=2)=[CH:43][CH:42]=1.CC(O)=O. Product: [Cl:15][C:16]1[CH:17]=[C:18]([C:24]2[CH:25]=[CH:26][C:27]([C:30]([NH:32][CH2:33][CH2:34][C:35]([O:37][CH2:38][CH3:39])=[O:36])=[O:31])=[N:28][CH:29]=2)[CH:19]=[C:20]([CH2:22][NH:53][C:50]2[CH:49]=[CH:48][C:47]([C:44]3[CH:45]=[CH:46][C:41]([F:40])=[CH:42][CH:43]=3)=[CH:52][CH:51]=2)[CH:21]=1. The catalyst class is: 26. (2) Reactant: [Br:1][C:2]1[C:3]([N:18]2[CH2:23][CH2:22][C:21](=[C:24]([CH3:26])[CH3:25])[CH2:20][CH2:19]2)=[C:4]([C@H:10]([OH:17])[C:11]([O:13][CH:14]([CH3:16])[CH3:15])=[O:12])[C:5]([CH3:9])=[N:6][C:7]=1[CH3:8]. Product: [Br:1][C:2]1[C:3]([N:18]2[CH2:23][CH2:22][C:21](=[C:24]([CH3:26])[CH3:25])[CH2:20][CH2:19]2)=[C:4]([C@H:10]([O:17][C:4]([CH3:10])([CH3:5])[CH3:3])[C:11]([O:13][CH:14]([CH3:16])[CH3:15])=[O:12])[C:5]([CH3:9])=[N:6][C:7]=1[CH3:8]. The catalyst class is: 2.